This data is from Forward reaction prediction with 1.9M reactions from USPTO patents (1976-2016). The task is: Predict the product of the given reaction. (1) Given the reactants [Cl:1][C:2]1[CH:7]=[CH:6][N:5]=[C:4]2[N:8](S(C3C=CC(C)=CC=3)(=O)=O)[C:9]([C:11]3[CH2:16][CH2:15][N:14]([C:17]([O:19][C:20]([CH3:23])([CH3:22])[CH3:21])=[O:18])[CH2:13][CH:12]=3)=[CH:10][C:3]=12.[OH-].[Na+], predict the reaction product. The product is: [Cl:1][C:2]1[CH:7]=[CH:6][N:5]=[C:4]2[NH:8][C:9]([C:11]3[CH2:16][CH2:15][N:14]([C:17]([O:19][C:20]([CH3:23])([CH3:22])[CH3:21])=[O:18])[CH2:13][CH:12]=3)=[CH:10][C:3]=12. (2) Given the reactants [NH:1]1[CH:5]=[C:4]([C:6]([OH:8])=O)[N:3]=[CH:2]1.Cl.[Cl:10][C:11]1[CH:12]=[C:13]([C:18]2[O:22][C:21]([CH2:23][CH2:24][NH2:25])=[CH:20][CH:19]=2)[CH:14]=[CH:15][C:16]=1[Cl:17], predict the reaction product. The product is: [Cl:10][C:11]1[CH:12]=[C:13]([C:18]2[O:22][C:21]([CH2:23][CH2:24][NH:25][C:6]([C:4]3[N:3]=[CH:2][NH:1][CH:5]=3)=[O:8])=[CH:20][CH:19]=2)[CH:14]=[CH:15][C:16]=1[Cl:17]. (3) Given the reactants [N:1]1[CH:6]=[CH:5][C:4]([CH2:7][C:8]([OH:10])=[O:9])=[CH:3][CH:2]=1.Cl[CH2:12][CH2:13][O:14][CH2:15][CH2:16]Cl, predict the reaction product. The product is: [N:1]1[CH:6]=[CH:5][C:4]([C:7]2([C:8]([OH:10])=[O:9])[CH2:16][CH2:15][O:14][CH2:13][CH2:12]2)=[CH:3][CH:2]=1. (4) Given the reactants [C:1]([C:5]1[CH:10]=[CH:9][C:8]([C:11]#[C:12][Si:13]([CH3:16])([CH3:15])[CH3:14])=[CH:7][C:6]=1[O:17][C:18]1[CH:23]=[CH:22][C:21]([CH3:24])=[CH:20][CH:19]=1)([CH3:4])([CH3:3])[CH3:2].Br[C:26]1C=CC(C(C)(C)C)=C(OC2C=CC(CC)=CC=2)C=1, predict the reaction product. The product is: [C:1]([C:5]1[CH:10]=[CH:9][C:8]([C:11]#[C:12][Si:13]([CH3:15])([CH3:14])[CH3:16])=[CH:7][C:6]=1[O:17][C:18]1[CH:23]=[CH:22][C:21]([CH2:24][CH3:26])=[CH:20][CH:19]=1)([CH3:4])([CH3:3])[CH3:2]. (5) Given the reactants [N:1]1([C:8]([NH:10][C@@H:11]([CH2:15][CH:16]([CH3:18])[CH3:17])[C:12]([OH:14])=O)=[O:9])[CH2:7][CH2:6][CH2:5][CH2:4][CH2:3][CH2:2]1.CN1CCOCC1.[CH2:26]([O:33][C:34]1[CH:39]=[CH:38][C:37]([CH2:40][C@H:41]([NH2:49])[CH2:42][N:43]2[CH2:48][CH2:47][O:46][CH2:45][CH2:44]2)=[CH:36][CH:35]=1)[C:27]1[CH:32]=[CH:31][CH:30]=[CH:29][CH:28]=1.C(OCC)C, predict the reaction product. The product is: [CH2:26]([O:33][C:34]1[CH:39]=[CH:38][C:37]([CH2:40][CH:41]([NH:49][C:12]([CH:11]([NH:10][C:8]([N:1]2[CH2:2][CH2:3][CH2:4][CH2:5][CH2:6][CH2:7]2)=[O:9])[CH2:15][CH:16]([CH3:18])[CH3:17])=[O:14])[CH2:42][N:43]2[CH2:48][CH2:47][O:46][CH2:45][CH2:44]2)=[CH:36][CH:35]=1)[C:27]1[CH:28]=[CH:29][CH:30]=[CH:31][CH:32]=1. (6) Given the reactants [F:1][C:2]1[CH:3]=[C:4]([OH:9])[CH:5]=[C:6]([F:8])[CH:7]=1.C(=O)([O-])[O-].[K+].[K+].Br[CH2:17][CH:18]1[CH2:20][CH2:19]1, predict the reaction product. The product is: [CH:18]1([CH2:17][O:9][C:4]2[CH:3]=[C:2]([F:1])[CH:7]=[C:6]([F:8])[CH:5]=2)[CH2:20][CH2:19]1. (7) Given the reactants [Si:1](Cl)([C:14]([CH3:17])([CH3:16])[CH3:15])([C:8]1[CH:13]=[CH:12][CH:11]=[CH:10][CH:9]=1)[C:2]1[CH:7]=[CH:6][CH:5]=[CH:4][CH:3]=1.[C:19]([O:23][C:24](=[O:39])[NH:25][C@H:26]([C:30]1[CH:35]=[C:34]([F:36])[C:33]([F:37])=[C:32]([F:38])[CH:31]=1)[C@H:27]([OH:29])[CH3:28])([CH3:22])([CH3:21])[CH3:20].N1C=CN=C1.C(OCC)(=O)C, predict the reaction product. The product is: [Si:1]([O:29][C@H:27]([CH3:28])[C@H:26]([NH:25][C:24](=[O:39])[O:23][C:19]([CH3:21])([CH3:20])[CH3:22])[C:30]1[CH:35]=[C:34]([F:36])[C:33]([F:37])=[C:32]([F:38])[CH:31]=1)([C:14]([CH3:17])([CH3:16])[CH3:15])([C:8]1[CH:13]=[CH:12][CH:11]=[CH:10][CH:9]=1)[C:2]1[CH:7]=[CH:6][CH:5]=[CH:4][CH:3]=1. (8) Given the reactants [OH:1][C@@H:2]1[C@@H:7]([N:8]2[C:17](=[O:18])[C:16]3[C:11](=[C:12]4[CH:33]=[CH:32][CH:31]=[CH:30][C:13]4=[C:14]([CH2:19][C:20]4[CH:21]=[CH:22][C:23]([C:26]([O:28]C)=[O:27])=[N:24][CH:25]=4)[CH:15]=3)[N:10]=[CH:9]2)[CH2:6][CH2:5][O:4][CH2:3]1.[OH-].[Li+], predict the reaction product. The product is: [OH:1][C@@H:2]1[C@@H:7]([N:8]2[C:17](=[O:18])[C:16]3[C:11](=[C:12]4[CH:33]=[CH:32][CH:31]=[CH:30][C:13]4=[C:14]([CH2:19][C:20]4[CH:21]=[CH:22][C:23]([C:26]([OH:28])=[O:27])=[N:24][CH:25]=4)[CH:15]=3)[N:10]=[CH:9]2)[CH2:6][CH2:5][O:4][CH2:3]1. (9) Given the reactants [F:1][C:2]1[CH:7]=[C:6]([F:8])[CH:5]=[C:4]([NH:9][CH3:10])[C:3]=1[NH2:11].[Cl:12][CH2:13][C:14](O)=O, predict the reaction product. The product is: [Cl:12][CH2:13][C:14]1[N:9]([CH3:10])[C:4]2[CH:5]=[C:6]([F:8])[CH:7]=[C:2]([F:1])[C:3]=2[N:11]=1.